From a dataset of Reaction yield outcomes from USPTO patents with 853,638 reactions. Predict the reaction yield, written as a fraction of the theoretical maximum amount of product (1.0 means a 100% yield; for example, 0.34 means a 34% yield). (1) The reactants are [F:1][C:2]1[CH:7]=[C:6](I)[CH:5]=[CH:4][C:3]=1[N:9]1[CH:14]=[C:13]([O:15][CH3:16])[C:12](=[O:17])[C:11]([C:18]2[N:22]([C:23]3[CH:28]=[CH:27][CH:26]=[CH:25][CH:24]=3)[N:21]=[CH:20][CH:19]=2)=[N:10]1.[O:29]1[CH2:33][C:32](=O)[N:31]=[C-:30]1.N[C@@H]1CCCC[C@H]1N.[O-:43]P([O-])([O-])=O.[K+].[K+].[K+]. The catalyst is O1CCOCC1.[Cu]I.O. The product is [F:1][C:2]1[CH:7]=[C:6]([N:31]2[CH2:32][CH2:33][O:29][C:30]2=[O:43])[CH:5]=[CH:4][C:3]=1[N:9]1[CH:14]=[C:13]([O:15][CH3:16])[C:12](=[O:17])[C:11]([C:18]2[N:22]([C:23]3[CH:28]=[CH:27][CH:26]=[CH:25][CH:24]=3)[N:21]=[CH:20][CH:19]=2)=[N:10]1. The yield is 0.710. (2) The reactants are [CH2:1]1[C@@H:5]2[CH2:6][NH:7][CH2:8][C@@H:4]2[CH2:3][N:2]1[C:9]([O:11][C:12]([CH3:15])([CH3:14])[CH3:13])=[O:10].Br[C:17]1[CH:18]=[N:19][CH:20]=[C:21]([CH:33]=1)[C:22]([NH:24][CH2:25][C:26]1[CH:31]=[CH:30][CH:29]=[CH:28][C:27]=1[CH3:32])=[O:23].C1C=CC(P(C2C=CC3C(=CC=CC=3)C=2C2C3C(=CC=CC=3)C=CC=2P(C2C=CC=CC=2)C2C=CC=CC=2)C2C=CC=CC=2)=CC=1.CC(C)([O-])C.[Na+]. The catalyst is C1C=CC(/C=C/C(/C=C/C2C=CC=CC=2)=O)=CC=1.C1C=CC(/C=C/C(/C=C/C2C=CC=CC=2)=O)=CC=1.C1C=CC(/C=C/C(/C=C/C2C=CC=CC=2)=O)=CC=1.[Pd].[Pd].C1(C)C=CC=CC=1. The product is [CH3:32][C:27]1[CH:28]=[CH:29][CH:30]=[CH:31][C:26]=1[CH2:25][NH:24][C:22]([C:21]1[CH:33]=[C:17]([N:7]2[CH2:6][C@@H:5]3[CH2:1][N:2]([C:9]([O:11][C:12]([CH3:15])([CH3:14])[CH3:13])=[O:10])[CH2:3][C@@H:4]3[CH2:8]2)[CH:18]=[N:19][CH:20]=1)=[O:23]. The yield is 0.910.